Dataset: Forward reaction prediction with 1.9M reactions from USPTO patents (1976-2016). Task: Predict the product of the given reaction. (1) The product is: [Br:1][C:2]1[N:6]([C:7]([CH3:10])([CH3:9])[CH3:8])[N:5]=[CH:4][C:3]=1[CH2:11][C:12]1([C:25]([OH:27])=[O:26])[CH2:17][CH2:16][N:15]([C:18]([O:20][C:21]([CH3:24])([CH3:23])[CH3:22])=[O:19])[CH2:14][CH2:13]1. Given the reactants [Br:1][C:2]1[N:6]([C:7]([CH3:10])([CH3:9])[CH3:8])[N:5]=[CH:4][C:3]=1[CH2:11][C:12]1([C:25]([O:27]CC)=[O:26])[CH2:17][CH2:16][N:15]([C:18]([O:20][C:21]([CH3:24])([CH3:23])[CH3:22])=[O:19])[CH2:14][CH2:13]1.[OH-].[Na+], predict the reaction product. (2) Given the reactants [Br:1][C:2]1[CH:14]=[C:13]2[C:5]([C:6]3[C:7](=O)[C:8]4[CH:20]=[CH:19][C:18]([O:21][CH3:22])=[CH:17][C:9]=4[C:10]([CH3:16])([CH3:15])[C:11]=3[NH:12]2)=[CH:4][CH:3]=1.[Br:24][C:25]1[CH:26]=[C:27]2[C:32](=[CH:33][C:34]=1[O:35][CH3:36])[C:31]([CH3:38])([CH3:37])[C:30](=O)[CH2:29][CH2:28]2, predict the reaction product. The product is: [Br:1][C:2]1[CH:3]=[CH:4][CH:5]=[C:13]2[C:14]=1[C:6]1[CH2:7][C:8]3[CH:20]=[C:19]([Br:24])[C:18]([O:21][CH3:22])=[CH:17][C:9]=3[C:10]([CH3:15])([CH3:16])[C:11]=1[NH:12]2.[Br:1][C:2]1[CH:14]=[C:13]2[C:5]([C:29]3[CH2:28][C:27]4[CH:26]=[C:25]([Br:24])[C:34]([O:35][CH3:36])=[CH:33][C:32]=4[C:31]([CH3:38])([CH3:37])[C:30]=3[NH:12]2)=[CH:4][CH:3]=1. (3) Given the reactants [NH2:1][N:2]1[C:7](=[O:8])[C:6]([C:9]2[NH:14][C:13]3[CH:15]=[CH:16][CH:17]=[CH:18][C:12]=3[S:11](=[O:20])(=[O:19])[N:10]=2)=[C:5]([OH:21])[C:4]2[S:22][CH:23]=[CH:24][C:3]1=2.[C:25]1(=O)[CH2:29][CH2:28][CH2:27][CH2:26]1, predict the reaction product. The product is: [C:25]1(=[N:1][N:2]2[C:7](=[O:8])[C:6]([C:9]3[NH:14][C:13]4[CH:15]=[CH:16][CH:17]=[CH:18][C:12]=4[S:11](=[O:20])(=[O:19])[N:10]=3)=[C:5]([OH:21])[C:4]3[S:22][CH:23]=[CH:24][C:3]2=3)[CH2:29][CH2:28][CH2:27][CH2:26]1. (4) The product is: [Br:8][C:9]1[CH:10]=[C:11]2[C:21](=[N:22][CH:23]=1)[NH:20][C:19](=[O:24])[C:13]1([CH2:18][CH2:17][N:16]([C:37]([NH:36][C:32]([CH3:35])([CH3:34])[CH3:33])=[O:38])[CH2:15][CH2:14]1)[CH2:12]2. Given the reactants FC(F)(F)C(O)=O.[Br:8][C:9]1[CH:10]=[C:11]2[C:21](=[N:22][CH:23]=1)[NH:20][C:19](=[O:24])[C:13]1([CH2:18][CH2:17][NH:16][CH2:15][CH2:14]1)[CH2:12]2.C(N(CC)CC)C.[C:32]([NH:36][C:37](=O)[O:38]C1C=CC=CC=1)([CH3:35])([CH3:34])[CH3:33], predict the reaction product. (5) Given the reactants [C:1]([O-:6])(=[O:5])[C:2]([O-:4])=[O:3].[Cu+2:7].O.[NH2:9][NH2:10].NN, predict the reaction product. The product is: [C:1]([O-:6])(=[O:5])[C:2]([O-:4])=[O:3].[Cu+2:7].[NH2:9][NH2:10].